Task: Regression. Given two drug SMILES strings and cell line genomic features, predict the synergy score measuring deviation from expected non-interaction effect.. Dataset: NCI-60 drug combinations with 297,098 pairs across 59 cell lines Drug 1: C1=CC(=CC=C1CC(C(=O)O)N)N(CCCl)CCCl.Cl. Drug 2: CCCS(=O)(=O)NC1=C(C(=C(C=C1)F)C(=O)C2=CNC3=C2C=C(C=N3)C4=CC=C(C=C4)Cl)F. Cell line: EKVX. Synergy scores: CSS=4.40, Synergy_ZIP=0.952, Synergy_Bliss=3.01, Synergy_Loewe=-1.27, Synergy_HSA=-0.234.